From a dataset of Forward reaction prediction with 1.9M reactions from USPTO patents (1976-2016). Predict the product of the given reaction. The product is: [OH:8][C:9]1[CH:18]=[C:17]2[C:12]([CH:13]=[CH:14][C:15]([C:19]([OH:21])=[O:20])=[CH:16]2)=[CH:11][CH:10]=1. Given the reactants C([O:8][C:9]1[CH:18]=[C:17]2[C:12]([CH:13]=[CH:14][C:15]([C:19]([OH:21])=[O:20])=[CH:16]2)=[CH:11][CH:10]=1)C1C=CC=CC=1, predict the reaction product.